This data is from Reaction yield outcomes from USPTO patents with 853,638 reactions. The task is: Predict the reaction yield, written as a fraction of the theoretical maximum amount of product (1.0 means a 100% yield; for example, 0.34 means a 34% yield). (1) The reactants are [F:1][C:2]1[CH:3]=[C:4]([C@:15]([NH:30][C:31](=[O:40])[NH:32][C:33]2([C:36](OC)=[O:37])[CH2:35][CH2:34]2)([C:23]2[CH:28]=[CH:27][C:26]([F:29])=[CH:25][CH:24]=2)[CH2:16][C:17]2[CH:22]=[CH:21][CH:20]=[CH:19][CH:18]=2)[CH:5]=[C:6]([O:8][C:9]([F:14])([F:13])[CH:10]([F:12])[F:11])[CH:7]=1.[Li+].[BH4-].Cl. The catalyst is C1COCC1.CCOCC. The product is [F:1][C:2]1[CH:3]=[C:4]([C@:15]([NH:30][C:31]([NH:32][C:33]2([CH2:36][OH:37])[CH2:35][CH2:34]2)=[O:40])([C:23]2[CH:28]=[CH:27][C:26]([F:29])=[CH:25][CH:24]=2)[CH2:16][C:17]2[CH:18]=[CH:19][CH:20]=[CH:21][CH:22]=2)[CH:5]=[C:6]([O:8][C:9]([F:13])([F:14])[CH:10]([F:11])[F:12])[CH:7]=1. The yield is 0.840. (2) The reactants are [CH2:1]([S:8]([NH:11][C@@H:12]([C:17]([NH:19][C@H:20]([C:25]([NH:27][CH2:28][C:29]1[CH:34]=[CH:33][C:32]([C:35](=[NH:38])SC)=[CH:31][CH:30]=1)=[O:26])[CH2:21][CH2:22][S:23][CH3:24])=[O:18])[C@@H:13]([CH2:15][CH3:16])[CH3:14])(=[O:10])=[O:9])[C:2]1[CH:7]=[CH:6][CH:5]=[CH:4][CH:3]=1.[NH2:39][NH2:40]. The catalyst is ClCCl.CO. The product is [CH2:1]([S:8]([NH:11][C@@H:12]([C:17]([NH:19][C@H:20]([C:25]([NH:27][CH2:28][C:29]1[CH:34]=[CH:33][C:32]([C:35]([NH:39][NH2:40])=[NH:38])=[CH:31][CH:30]=1)=[O:26])[CH2:21][CH2:22][S:23][CH3:24])=[O:18])[C@@H:13]([CH2:15][CH3:16])[CH3:14])(=[O:9])=[O:10])[C:2]1[CH:3]=[CH:4][CH:5]=[CH:6][CH:7]=1. The yield is 0.610. (3) The reactants are COC1C=CC(C[N:8]2[CH2:13][C@H:12]([CH3:14])[C@H:11]3[O:15][C:16](=[O:18])[NH:17][C@@H:10]3[CH2:9]2)=CC=1. The catalyst is CO.[OH-].[OH-].[Pd+2]. The product is [CH3:14][C@H:12]1[CH2:13][NH:8][CH2:9][C@H:10]2[NH:17][C:16](=[O:18])[O:15][C@H:11]12. The yield is 0.990. (4) The catalyst is C(Cl)Cl.CCOC(C)=O. The reactants are [F:1][C:2]([F:24])([F:23])[C:3]1[CH:4]=[C:5]([C:13]2[N:17]=[CH:16][N:15](/[CH:18]=[CH:19]\[C:20](O)=[O:21])[N:14]=2)[CH:6]=[C:7]([C:9]([F:12])([F:11])[F:10])[CH:8]=1.[O:25]1[CH2:30][CH2:29][N:28]([CH2:31][C:32]([NH:34][NH2:35])=[O:33])[CH2:27][CH2:26]1.C(P1(=O)OP(CCC)(=O)OP(CCC)(=O)O1)CC.CCN(C(C)C)C(C)C. The product is [F:24][C:2]([F:1])([F:23])[C:3]1[CH:4]=[C:5]([C:13]2[N:17]=[CH:16][N:15](/[CH:18]=[CH:19]\[C:20]([N:34]([C:32](=[O:33])[CH2:31][N:28]3[CH2:29][CH2:30][O:25][CH2:26][CH2:27]3)[NH2:35])=[O:21])[N:14]=2)[CH:6]=[C:7]([C:9]([F:12])([F:10])[F:11])[CH:8]=1. The yield is 0.140. (5) The product is [Cl-:1].[CH3:14][NH:15][C:16]([C:18]1[CH:19]=[C:20]([NH:24][CH:25]([C:37]2[CH:42]=[CH:41][CH:40]=[CH:39][CH:38]=2)[C:26]([O:28][C@@H:29]2[CH:34]3[CH2:35][CH2:36][N+:31]([CH2:2][C:3]4[N:7]=[C:6]([C:8]5[CH:13]=[CH:12][CH:11]=[CH:10][CH:9]=5)[O:5][N:4]=4)([CH2:32][CH2:33]3)[CH2:30]2)=[O:27])[CH:21]=[CH:22][CH:23]=1)=[O:17]. The reactants are [Cl:1][CH2:2][C:3]1[N:7]=[C:6]([C:8]2[CH:13]=[CH:12][CH:11]=[CH:10][CH:9]=2)[O:5][N:4]=1.[CH3:14][NH:15][C:16]([C:18]1[CH:19]=[C:20]([NH:24][CH:25]([C:37]2[CH:42]=[CH:41][CH:40]=[CH:39][CH:38]=2)[C:26]([O:28][C@@H:29]2[CH:34]3[CH2:35][CH2:36][N:31]([CH2:32][CH2:33]3)[CH2:30]2)=[O:27])[CH:21]=[CH:22][CH:23]=1)=[O:17]. The yield is 0.150. The catalyst is C(OCC)(=O)C.C(#N)C. (6) The reactants are [Br:1][C:2]1[CH:10]=[CH:9][C:5]([C:6]([OH:8])=[O:7])=[C:4]([Cl:11])[CH:3]=1.O[N:13]1[C:17](=[O:18])[CH2:16][CH2:15][C:14]1=[O:19].CCN=C=NCCCN(C)C.Cl. The catalyst is O1CCCC1.CN(C)C=O. The product is [Br:1][C:2]1[CH:10]=[CH:9][C:5]([C:6]([O:8][N:13]2[C:17](=[O:18])[CH2:16][CH2:15][C:14]2=[O:19])=[O:7])=[C:4]([Cl:11])[CH:3]=1. The yield is 0.920. (7) The reactants are [CH3:1][C:2]1[NH:6][N:5]=[C:4]([O:7][C:8]2[CH:13]=[C:12]([CH3:14])[C:11]([N+:15]([O-:17])=[O:16])=[CH:10][N:9]=2)[CH:3]=1.[CH2:18]([N:20]=[C:21]=[O:22])[CH3:19]. The catalyst is C(N(CC)CC)C. The product is [CH2:18]([NH:20][C:21]([N:6]1[C:2]([CH3:1])=[CH:3][C:4]([O:7][C:8]2[CH:13]=[C:12]([CH3:14])[C:11]([N+:15]([O-:17])=[O:16])=[CH:10][N:9]=2)=[N:5]1)=[O:22])[CH3:19]. The yield is 0.193. (8) The reactants are [Al+3].[Cl-].[Cl-].[Cl-].[CH3:5][C:6]1[S:10][C:9]2[C:11](=[O:15])[CH:12]([CH3:14])[CH2:13][C:8]=2[CH:7]=1.[Br:16]Br. The catalyst is C(Cl)(Cl)Cl. The product is [Br:16][C:7]1[C:8]2[CH2:13][CH:12]([CH3:14])[C:11](=[O:15])[C:9]=2[S:10][C:6]=1[CH3:5]. The yield is 0.920. (9) The reactants are [CH3:1][O:2][C:3]([C:5]1[CH:10]=[C:9]([N:11]=[N+]=[N-])[CH:8]=[CH:7][N:6]=1)=[O:4].[H][H]. The catalyst is CO.[Pd]. The product is [CH3:1][O:2][C:3]([C:5]1[CH:10]=[C:9]([NH2:11])[CH:8]=[CH:7][N:6]=1)=[O:4]. The yield is 0.900. (10) The reactants are [CH3:1][NH:2][CH2:3][C:4]1[N:5]([CH3:13])[C:6]2[C:11]([CH:12]=1)=[CH:10][CH:9]=[CH:8][CH:7]=2.CNCC1C=CC2C(=CC=CC=2)C=1CCC.[ClH:30].[O:31]=[C:32]1[C@@H:41]2[N:37]([CH2:38][CH2:39][CH2:40]2)[CH2:36][C:35]2[CH:42]=[C:43](/[CH:46]=[CH:47]/[C:48](O)=[O:49])[CH:44]=[N:45][C:34]=2[NH:33]1.Cl.CN1CC2C=C(/C=C/C(O)=O)C=NC=2NC(=O)C1. The catalyst is CO. The product is [ClH:30].[CH3:1][N:2]([CH2:3][C:4]1[N:5]([CH3:13])[C:6]2[C:11]([CH:12]=1)=[CH:10][CH:9]=[CH:8][CH:7]=2)[C:48](=[O:49])/[CH:47]=[CH:46]/[C:43]1[CH:44]=[N:45][C:34]2[NH:33][C:32](=[O:31])[C@@H:41]3[N:37]([CH2:38][CH2:39][CH2:40]3)[CH2:36][C:35]=2[CH:42]=1. The yield is 0.350.